Dataset: Full USPTO retrosynthesis dataset with 1.9M reactions from patents (1976-2016). Task: Predict the reactants needed to synthesize the given product. (1) Given the product [OH:20][C:17]1[CH:16]=[CH:15][C:14]([C:6]2[C:7]3[S:13][CH:12]=[CH:11][C:8]=3[C:9](=[O:10])[N:4]([CH:1]([CH3:3])[CH3:2])[N:5]=2)=[CH:19][CH:18]=1, predict the reactants needed to synthesize it. The reactants are: [CH:1]([N:4]1[C:9](=[O:10])[C:8]2[CH:11]=[CH:12][S:13][C:7]=2[C:6]([C:14]2[CH:19]=[CH:18][C:17]([O:20]C)=[CH:16][CH:15]=2)=[N:5]1)([CH3:3])[CH3:2].B(Br)(Br)Br. (2) Given the product [Br:21][C:22]1[CH:23]=[C:24]([CH:41]=[C:42]([Br:44])[CH:43]=1)[C:25]([N:27]([CH3:28])[CH2:29][C@H:30]([C:34]1[CH:39]=[CH:38][C:37]([F:40])=[CH:36][CH:35]=1)[CH2:31][CH2:32][N:1]1[CH2:4][CH:3]([N:5]2[CH2:10][CH2:9][N:8]([C:11]([O:13][C:14]([CH3:15])([CH3:16])[CH3:17])=[O:12])[CH2:7][CH:6]2[CH2:18][CH2:19][OH:20])[CH2:2]1)=[O:26], predict the reactants needed to synthesize it. The reactants are: [NH:1]1[CH2:4][CH:3]([N:5]2[CH2:10][CH2:9][N:8]([C:11]([O:13][C:14]([CH3:17])([CH3:16])[CH3:15])=[O:12])[CH2:7][CH:6]2[CH2:18][CH2:19][OH:20])[CH2:2]1.[Br:21][C:22]1[CH:23]=[C:24]([CH:41]=[C:42]([Br:44])[CH:43]=1)[C:25]([N:27]([CH2:29][C@H:30]([C:34]1[CH:39]=[CH:38][C:37]([F:40])=[CH:36][CH:35]=1)[CH2:31][CH:32]=O)[CH3:28])=[O:26].C([BH3-])#N.[Na+]. (3) Given the product [CH:32]1([CH2:40][O:41][C:42]2[CH:43]=[CH:44][C:45]([C:46]([N:10]3[CH2:9][CH2:8][N:26]([C:64]([O:63][C:21]4[CH:22]=[N:14][CH:18]=[CH:19][CH:20]=4)=[O:65])[CH2:23][CH2:12]3)=[O:48])=[CH:49][CH:50]=2)[CH2:33][CH2:34][CH2:35][CH2:36][CH2:37][CH2:38][CH2:39]1, predict the reactants needed to synthesize it. The reactants are: Cl.C(N=C=NC[CH2:8][CH2:9][N:10]([CH3:12])C)C.O[N:14]1[C:18]2[CH:19]=[CH:20][CH:21]=[CH:22]C=2N=N1.[CH:23]([N:26](C(C)C)CC)(C)C.[CH:32]1([CH2:40][O:41][C:42]2[CH:50]=[CH:49][C:45]([C:46]([OH:48])=O)=[CH:44][CH:43]=2)[CH2:39][CH2:38][CH2:37][CH2:36][CH2:35][CH2:34][CH2:33]1.C1(CO)CCCCCCC1.CC[O:63][C:64](C)=[O:65]. (4) Given the product [N:18]1([C:24]2[CH:25]=[CH:26][C:27]([C:30]3[O:34][C:33](/[CH:35]=[C:6]4\[C:2](=[O:1])[N:3]([NH:8][C:9]5[CH:17]=[CH:16][CH:15]=[CH:14][C:10]=5[C:11]([OH:13])=[O:12])[C:4](=[S:7])[S:5]\4)=[CH:32][CH:31]=3)=[CH:28][CH:29]=2)[CH2:19][CH2:20][O:21][CH2:22][CH2:23]1, predict the reactants needed to synthesize it. The reactants are: [O:1]=[C:2]1[CH2:6][S:5][C:4](=[S:7])[N:3]1[NH:8][C:9]1[CH:17]=[CH:16][CH:15]=[CH:14][C:10]=1[C:11]([OH:13])=[O:12].[N:18]1([C:24]2[CH:29]=[CH:28][C:27]([C:30]3[O:34][C:33]([CH:35]=O)=[CH:32][CH:31]=3)=[CH:26][CH:25]=2)[CH2:23][CH2:22][O:21][CH2:20][CH2:19]1.C(O)(=O)C.C(O)(=O)C.C(N)CN.S([O-])(O)=O.[Na+]. (5) Given the product [CH3:20][O:19][C:3]1[CH:4]=[C:5]([C:9]2[CH:14]=[CH:13][CH:12]=[C:11]([C:15]([F:18])([F:17])[F:16])[CH:10]=2)[CH:6]=[C:7]([CH3:8])[C:2]=1[C:26]([OH:28])=[O:27], predict the reactants needed to synthesize it. The reactants are: I[C:2]1[C:7]([CH3:8])=[CH:6][C:5]([C:9]2[CH:14]=[CH:13][CH:12]=[C:11]([C:15]([F:18])([F:17])[F:16])[CH:10]=2)=[CH:4][C:3]=1[O:19][CH3:20].C([Li])CCC.[C:26](=[O:28])=[O:27].